From a dataset of Forward reaction prediction with 1.9M reactions from USPTO patents (1976-2016). Predict the product of the given reaction. (1) The product is: [NH2:27][C:18]1[C:17]2[N:16]=[C:15]([CH2:28][CH2:29][O:30][CH3:31])[N:14]([CH2:13][CH2:12][CH2:11][NH:10][C:1](=[O:8])[C:2]3[CH:7]=[CH:6][CH:5]=[CH:4][CH:3]=3)[C:26]=2[C:25]2[CH2:24][CH2:23][CH2:22][CH2:21][C:20]=2[N:19]=1. Given the reactants [C:1](Cl)(=[O:8])[C:2]1[CH:7]=[CH:6][CH:5]=[CH:4][CH:3]=1.[NH2:10][CH2:11][CH2:12][CH2:13][N:14]1[C:26]2[C:25]3[CH2:24][CH2:23][CH2:22][CH2:21][C:20]=3[N:19]=[C:18]([NH2:27])[C:17]=2[N:16]=[C:15]1[CH2:28][CH2:29][O:30][CH3:31].Cl.C(=O)([O-])[O-].[K+].[K+], predict the reaction product. (2) Given the reactants C(O[C:9]1[C:14]([N+:15]([O-:17])=[O:16])=[C:13]([C:18]2[CH:23]=[CH:22][C:21]([O:24][CH3:25])=[CH:20][CH:19]=2)[CH:12]=[CH:11][N:10]=1)C1C=CC=CC=1.ClC1C([N+]([O-])=O)=C(C2C=CC(OC)=CC=2)C=C[N:28]=1.[OH-].[NH4+], predict the reaction product. The product is: [CH3:25][O:24][C:21]1[CH:22]=[CH:23][C:18]([C:13]2[CH:12]=[CH:11][N:10]=[C:9]([NH2:28])[C:14]=2[N+:15]([O-:17])=[O:16])=[CH:19][CH:20]=1. (3) The product is: [CH:12]([N:15]1[CH2:20][CH2:19][N:18]([CH2:8][C:7]2[CH:10]=[CH:11][C:4]([N+:1]([O-:3])=[O:2])=[CH:5][CH:6]=2)[CH2:17][CH2:16]1)([CH3:14])[CH3:13]. Given the reactants [N+:1]([C:4]1[CH:11]=[CH:10][C:7]([CH2:8]Cl)=[CH:6][CH:5]=1)([O-:3])=[O:2].[CH:12]([N:15]1[CH2:20][CH2:19][NH:18][CH2:17][CH2:16]1)([CH3:14])[CH3:13].C(=O)([O-])[O-].[K+].[K+], predict the reaction product. (4) The product is: [ClH:1].[ClH:1].[CH3:17][O:16][C:11]1[CH:12]=[CH:13][CH:14]=[CH:15][C:10]=1[CH2:9][O:8][C:4]1[CH:5]=[N:6][CH:7]=[C:2]([N:18]2[CH2:23][CH2:22][NH:21][CH2:20][CH2:19]2)[N:3]=1. Given the reactants [Cl:1][C:2]1[CH:7]=[N:6][CH:5]=[C:4]([O:8][CH2:9][C:10]2[CH:15]=[CH:14][CH:13]=[CH:12][C:11]=2[O:16][CH3:17])[N:3]=1.[NH:18]1[CH2:23][CH2:22][NH:21][CH2:20][CH2:19]1.C([O-])([O-])=O.[K+].[K+], predict the reaction product. (5) Given the reactants [CH2:1]([O:5][CH2:6][CH2:7][CH2:8][Si:9](OC)(OC)OC)[CH:2]1[O:4][CH2:3]1.[N+]([O-])(O)=O, predict the reaction product. The product is: [CH2:1]([O:5][CH2:6][CH2:7][CH2:8][SiH3:9])[CH:2]1[O:4][CH2:3]1.